The task is: Binary Classification. Given a drug SMILES string, predict its activity (active/inactive) in a high-throughput screening assay against a specified biological target.. This data is from Cav3 T-type calcium channel HTS with 100,875 compounds. (1) The compound is O=C1N(c2c(cccc2)C)C(=O)NC(=O)C1. The result is 0 (inactive). (2) The molecule is P(=O)(CN(CCCC)CCCC)(c1ccccc1)c1ccccc1. The result is 1 (active).